This data is from Catalyst prediction with 721,799 reactions and 888 catalyst types from USPTO. The task is: Predict which catalyst facilitates the given reaction. (1) Reactant: [C:1]([O:5][C:6]([N:8]1[CH2:13][CH2:12][CH:11]([CH2:14][C:15]([O:17][CH3:18])=[O:16])[CH2:10][CH2:9]1)=[O:7])([CH3:4])([CH3:3])[CH3:2].[Li+].C[Si]([N-][Si](C)(C)C)(C)C.[Br:29][Si](C)(C)C.BrN1C(=O)CCC1=O. Product: [Br:29][CH:14]([CH:11]1[CH2:12][CH2:13][N:8]([C:6]([O:5][C:1]([CH3:4])([CH3:3])[CH3:2])=[O:7])[CH2:9][CH2:10]1)[C:15]([O:17][CH3:18])=[O:16]. The catalyst class is: 1. (2) Reactant: [C:1]1([C:7]2[N:12]=[CH:11][C:10]([C:13]([OH:15])=O)=[CH:9][N:8]=2)[CH:6]=[CH:5][CH:4]=[CH:3][CH:2]=1.ON1C2C=CC=CC=2N=N1.CN(C)CCCN=C=NCC.CCN(C(C)C)C(C)C.[CH3:46][N:47]([C:49]1[CH:54]=[CH:53][C:52]([C:55]([F:58])([F:57])[F:56])=[CH:51][N:50]=1)[NH2:48]. Product: [CH3:46][N:47]([C:49]1[CH:54]=[CH:53][C:52]([C:55]([F:58])([F:56])[F:57])=[CH:51][N:50]=1)[NH:48][C:13]([C:10]1[CH:11]=[N:12][C:7]([C:1]2[CH:2]=[CH:3][CH:4]=[CH:5][CH:6]=2)=[N:8][CH:9]=1)=[O:15]. The catalyst class is: 2. (3) Reactant: [P:1]([O:13]CCCC)([O:8][CH2:9][CH2:10][CH2:11][CH3:12])([O:3][CH2:4][CH2:5][CH2:6][CH3:7])=[O:2].COC(=O)[O-].[CH3:23][NH+:24]1[CH2:28][CH:27]([CH3:29])[N:26]([CH3:30])[CH:25]1[CH3:31].O. Product: [CH2:9]([O:8][P:1]([O-:13])([O:3][CH2:4][CH2:5][CH2:6][CH3:7])=[O:2])[CH2:10][CH2:11][CH3:12].[CH3:23][NH+:24]1[CH2:28][CH:27]([CH3:29])[N:26]([CH3:30])[CH:25]1[CH3:31]. The catalyst class is: 5. (4) Reactant: [CH3:1][O:2][C:3](=[O:44])[CH2:4][CH2:5][C@H:6]([OH:43])[CH2:7][O:8][C:9]1[CH:14]=[CH:13][C:12]([C:15]([C:20]2[CH:25]=[CH:24][C:23]([CH2:26][CH2:27][CH:28]([O:33][Si:34]([C:37]([CH3:40])([CH3:39])[CH3:38])([CH3:36])[CH3:35])[C:29]([CH3:32])([CH3:31])[CH3:30])=[C:22]([CH3:41])[CH:21]=2)([CH2:18][CH3:19])[CH2:16][CH3:17])=[CH:11][C:10]=1[CH3:42].CC(OI1(OC(C)=O)(OC(C)=O)OC(=O)C2C=CC=CC1=2)=O.C(OCC)(=O)C. Product: [CH3:1][O:2][C:3](=[O:44])[CH2:4][CH2:5][C:6](=[O:43])[CH2:7][O:8][C:9]1[CH:14]=[CH:13][C:12]([C:15]([C:20]2[CH:25]=[CH:24][C:23]([CH2:26][CH2:27][CH:28]([O:33][Si:34]([C:37]([CH3:40])([CH3:39])[CH3:38])([CH3:35])[CH3:36])[C:29]([CH3:30])([CH3:31])[CH3:32])=[C:22]([CH3:41])[CH:21]=2)([CH2:16][CH3:17])[CH2:18][CH3:19])=[CH:11][C:10]=1[CH3:42]. The catalyst class is: 4. (5) Reactant: [NH2:1][C:2]1[C:7]([C:8]#[N:9])=[C:6]([NH:10][C@H:11]([C:13]2[N:18]=[C:17]3[CH:19]=[CH:20][N:21]([CH3:22])[C:16]3=[CH:15][C:14]=2[C:23]2[N:27]([CH3:28])[N:26]=[CH:25][CH:24]=2)[CH3:12])[N:5]=[C:4](SC)[N:3]=1.O[O:32][S:33]([O-:35])=O.[K+].[C:37](#N)C. Product: [NH2:1][C:2]1[C:7]([C:8]#[N:9])=[C:6]([NH:10][C@H:11]([C:13]2[N:18]=[C:17]3[CH:19]=[CH:20][N:21]([CH3:22])[C:16]3=[CH:15][C:14]=2[C:23]2[N:27]([CH3:28])[N:26]=[CH:25][CH:24]=2)[CH3:12])[N:5]=[C:4]([S:33]([CH3:37])(=[O:35])=[O:32])[N:3]=1. The catalyst class is: 238. (6) Reactant: [CH:1]1([C:5]2[N:6]=[C:7]([CH3:10])[S:8][CH:9]=2)[CH2:4][CH2:3][CH2:2]1.CC(C)([O-])C.[K+].C([Li])CCC.Br[CH2:23][C:24]1[CH:25]=[C:26]([CH:29]=[CH:30][CH:31]=1)[C:27]#[N:28].[Cl-].[NH4+]. Product: [CH:1]1([C:5]2[N:6]=[C:7]([CH2:10][CH2:23][C:24]3[CH:25]=[C:26]([CH:29]=[CH:30][CH:31]=3)[C:27]#[N:28])[S:8][CH:9]=2)[CH2:4][CH2:3][CH2:2]1. The catalyst class is: 7.